Dataset: Catalyst prediction with 721,799 reactions and 888 catalyst types from USPTO. Task: Predict which catalyst facilitates the given reaction. Reactant: [C:1]([N:4]1[CH2:9][CH2:8][C:7]2[NH:10][N:11]=[C:12]([C:13]3[CH:18]=[CH:17][CH:16]=[C:15]([Cl:19])[CH:14]=3)[C:6]=2[CH2:5]1)(=[O:3])[CH3:2].[H-].[Na+].[CH3:22]I. Product: [C:1]([N:4]1[CH2:9][CH2:8][C:7]2[N:10]([CH3:22])[N:11]=[C:12]([C:13]3[CH:18]=[CH:17][CH:16]=[C:15]([Cl:19])[CH:14]=3)[C:6]=2[CH2:5]1)(=[O:3])[CH3:2]. The catalyst class is: 18.